This data is from Forward reaction prediction with 1.9M reactions from USPTO patents (1976-2016). The task is: Predict the product of the given reaction. (1) Given the reactants C(=O)(O)[O-].[Na+].[C:6]1([C:12]2([C:19]3[CH:28]=[C:27]([O:29][CH2:30][C:31]4[CH:40]=[CH:39][C:38]5[C:33](=[CH:34][CH:35]=[CH:36][CH:37]=5)[N:32]=4)[CH:26]=[CH:25][C:20]=3[C:21]([NH:23][NH2:24])=[O:22])[CH2:17][CH:16]3[CH2:18][CH:13]2[CH2:14][CH2:15]3)[CH:11]=[CH:10][CH:9]=[CH:8][CH:7]=1.[N:41]#[C:42]Br, predict the reaction product. The product is: [C:6]1([C:12]2([C:19]3[CH:28]=[C:27]([O:29][CH2:30][C:31]4[CH:40]=[CH:39][C:38]5[C:33](=[CH:34][CH:35]=[CH:36][CH:37]=5)[N:32]=4)[CH:26]=[CH:25][C:20]=3[C:21]3[O:22][C:42]([NH2:41])=[N:24][N:23]=3)[CH2:17][CH:16]3[CH2:18][CH:13]2[CH2:14][CH2:15]3)[CH:7]=[CH:8][CH:9]=[CH:10][CH:11]=1. (2) Given the reactants [CH2:1]([N:5]1[C:9]([CH2:10][C:11]([OH:14])([CH3:13])[CH3:12])=[CH:8][C:7]([C:15]#[N:16])=[N:6]1)[CH2:2][CH2:3][CH3:4].C([O-])(=O)C.[K+].[Br:22]Br, predict the reaction product. The product is: [CH2:1]([N:5]1[C:9]([CH2:10][C:11]([OH:14])([CH3:12])[CH3:13])=[C:8]([Br:22])[C:7]([C:15]#[N:16])=[N:6]1)[CH2:2][CH2:3][CH3:4]. (3) Given the reactants [CH3:1][O:2][C:3]1[CH:4]=[C:5]([CH:9]=[CH:10][C:11]=1[O:12][CH3:13])[C:6](Cl)=[O:7].[CH2:14]([O:16][C:17](=[O:29])[C:18]([C:22]1[CH:27]=[CH:26][C:25]([NH2:28])=[CH:24][CH:23]=1)([C:20]#[N:21])[CH3:19])[CH3:15].C(N(CC)CC)C, predict the reaction product. The product is: [CH2:14]([O:16][C:17](=[O:29])[C:18]([C:20]#[N:21])([C:22]1[CH:23]=[CH:24][C:25]([NH:28][C:6](=[O:7])[C:5]2[CH:9]=[CH:10][C:11]([O:12][CH3:13])=[C:3]([O:2][CH3:1])[CH:4]=2)=[CH:26][CH:27]=1)[CH3:19])[CH3:15]. (4) Given the reactants [CH3:1][N:2]1[CH2:7][CH2:6][N:5]([CH:8]2[CH2:13][CH2:12][N:11]([CH:14]3[CH2:20][CH2:19][C:18]4[CH:21]=[C:22]([NH2:25])[CH:23]=[CH:24][C:17]=4[CH2:16][CH2:15]3)[CH2:10][CH2:9]2)[CH2:4][CH2:3]1.Cl[C:27]1[N:32]=[C:31]([NH:33][C@@H:34]2[C@@H:39]3[CH2:40][C@@H:36]([CH:37]=[CH:38]3)[C@@H:35]2[C:41]([NH2:43])=[O:42])[C:30]([Cl:44])=[CH:29][N:28]=1, predict the reaction product. The product is: [Cl:44][C:30]1[C:31]([NH:33][C@@H:34]2[C@@H:39]3[CH2:40][C@@H:36]([CH:37]=[CH:38]3)[C@@H:35]2[C:41]([NH2:43])=[O:42])=[N:32][C:27]([NH:25][C:22]2[CH:23]=[CH:24][C:17]3[CH2:16][CH2:15][CH:14]([N:11]4[CH2:12][CH2:13][CH:8]([N:5]5[CH2:4][CH2:3][N:2]([CH3:1])[CH2:7][CH2:6]5)[CH2:9][CH2:10]4)[CH2:20][CH2:19][C:18]=3[CH:21]=2)=[N:28][CH:29]=1. (5) Given the reactants [Cl:1][S:2]([OH:5])(=O)=[O:3].[CH3:6][O:7][C:8](=[O:21])[CH2:9][C:10]1[CH:15]=[C:14]([O:16][CH3:17])[CH:13]=[C:12]([O:18][CH3:19])[C:11]=1C, predict the reaction product. The product is: [CH3:6][O:7][C:8](=[O:21])[CH2:9][C:10]1[CH:15]=[C:14]([O:16][CH3:17])[CH:13]=[C:12]([O:18][CH3:19])[C:11]=1[S:2]([Cl:1])(=[O:5])=[O:3]. (6) Given the reactants [F:1][C:2]1[CH:10]=[CH:9][C:8]2[NH:7][C:6]3[CH:11]=[N:12][N:13]([CH:14]4[CH2:19][CH2:18][CH2:17][CH2:16][O:15]4)[C:5]=3[C:4]=2[CH:3]=1.Br[C:21]1[C:22]([CH3:33])=[N:23][C:24]([N:27]2[CH2:31][CH2:30][C@H:29]([OH:32])[CH2:28]2)=[N:25][CH:26]=1.C([O-])([O-])=O.[Cs+].[Cs+], predict the reaction product. The product is: [F:1][C:2]1[CH:10]=[CH:9][C:8]2[N:7]([C:21]3[C:22]([CH3:33])=[N:23][C:24]([N:27]4[CH2:31][CH2:30][C@H:29]([OH:32])[CH2:28]4)=[N:25][CH:26]=3)[C:6]3[CH:11]=[N:12][N:13]([CH:14]4[CH2:19][CH2:18][CH2:17][CH2:16][O:15]4)[C:5]=3[C:4]=2[CH:3]=1.